Dataset: Forward reaction prediction with 1.9M reactions from USPTO patents (1976-2016). Task: Predict the product of the given reaction. Given the reactants Cl[C:2]1[C:11]2[C:6](=[CH:7][CH:8]=[C:9]([O:12][CH3:13])[CH:10]=2)[C:5]([C:14]2[CH:19]=[CH:18][C:17]([O:20][CH3:21])=[C:16]([O:22][CH3:23])[CH:15]=2)=[N:4][N:3]=1.[NH2:24][CH:25]1[CH2:30][CH2:29][N:28]([CH2:31][C:32]2[CH:41]=[CH:40][C:39]3[C:34](=[CH:35][CH:36]=[CH:37][CH:38]=3)[CH:33]=2)[CH2:27][CH2:26]1, predict the reaction product. The product is: [CH3:23][O:22][C:16]1[CH:15]=[C:14]([C:5]2[C:6]3[C:11](=[CH:10][C:9]([O:12][CH3:13])=[CH:8][CH:7]=3)[C:2]([NH:24][CH:25]3[CH2:26][CH2:27][N:28]([CH2:31][C:32]4[CH:41]=[CH:40][C:39]5[C:34](=[CH:35][CH:36]=[CH:37][CH:38]=5)[CH:33]=4)[CH2:29][CH2:30]3)=[N:3][N:4]=2)[CH:19]=[CH:18][C:17]=1[O:20][CH3:21].